This data is from Full USPTO retrosynthesis dataset with 1.9M reactions from patents (1976-2016). The task is: Predict the reactants needed to synthesize the given product. Given the product [F:1][C:2]1[CH:7]=[CH:6][C:5](/[C:8](/[C:24]2[CH:29]=[CH:28][C:27]([C:47]#[C:46][C:48]3[CH:53]=[CH:52][CH:51]=[CH:50][N:49]=3)=[CH:26][CH:25]=2)=[CH:9]/[CH2:10][O:11][C:12]2[CH:22]=[CH:21][C:15]([O:16][CH2:17][C:18]([O:20][CH3:39])=[O:19])=[C:14]([CH3:23])[CH:13]=2)=[CH:4][CH:3]=1, predict the reactants needed to synthesize it. The reactants are: [F:1][C:2]1[CH:7]=[CH:6][C:5](/[C:8](/[C:24]2[CH:29]=[CH:28][C:27](C#CCN3CCOCC3)=[CH:26][CH:25]=2)=[CH:9]/[CH2:10][O:11][C:12]2[CH:22]=[CH:21][C:15]([O:16][CH2:17][C:18]([OH:20])=[O:19])=[C:14]([CH3:23])[CH:13]=2)=[CH:4][CH:3]=1.[CH2:39](N(CC)CC)C.[C:46]([C:48]1[CH:53]=[CH:52][CH:51]=[CH:50][N:49]=1)#[CH:47].